From a dataset of Retrosynthesis with 50K atom-mapped reactions and 10 reaction types from USPTO. Predict the reactants needed to synthesize the given product. (1) Given the product CCCCCCCCCCC1(CCCCCCCCCC)c2cc(Br)ccc2-c2ccc(N(c3ccccc3)c3ccccc3)cc21, predict the reactants needed to synthesize it. The reactants are: CCCCCCCCCCC1(CCCCCCCCCC)c2cc(Br)ccc2-c2ccc(I)cc21.c1ccc(Nc2ccccc2)cc1. (2) Given the product N#Cc1ccc2c(c1)COc1ccc(O)cc1C2=O, predict the reactants needed to synthesize it. The reactants are: CC(=O)Oc1ccc2c(c1)C(=O)c1ccc(C#N)cc1CO2. (3) Given the product Cc1cc([C@H](C)Nc2ncc(F)c(N3C(=O)OC[C@@H]3[C@H](C)F)n2)ncc1-c1ccnc(C(F)(F)F)c1, predict the reactants needed to synthesize it. The reactants are: C[C@H](F)[C@H]1COC(=O)N1c1nc(F)ncc1F.Cc1cc([C@H](C)N)ncc1-c1ccnc(C(F)(F)F)c1. (4) Given the product c1ncc(-c2cc3c(cn2)[nH]c2ncc(-c4ccc(CN5CCCCC5)cc4)cc23)cn1, predict the reactants needed to synthesize it. The reactants are: Clc1cc2c(cn1)[nH]c1ncc(-c3ccc(CN4CCCCC4)cc3)cc12.OB(O)c1cncnc1. (5) Given the product CC(C)(C)OC(=O)NCc1ccc(C(=O)O)c([N+](=O)[O-])c1, predict the reactants needed to synthesize it. The reactants are: COC(=O)c1ccc(CNC(=O)OC(C)(C)C)cc1[N+](=O)[O-]. (6) Given the product CCNc1n[nH]c2ccc(C3C(C#N)=C(C)NC(C)=C3C#N)cc12, predict the reactants needed to synthesize it. The reactants are: CCNc1nn(C(=O)OC(C)(C)C)c2ccc(C3C(C#N)=C(C)NC(C)=C3C#N)cc12. (7) Given the product C[C@]12C[C@H](O)CC[C@@H]1CC[C@@H]1[C@@H]2CC[C@@]2(C)[C@H]1C[C@H](N1CCCCC1)[C@@H]2O, predict the reactants needed to synthesize it. The reactants are: CC(=O)O[C@@H]1CC[C@@H]2CC[C@@H]3[C@H](CC[C@@]4(C)[C@H]3C[C@H](N3CCCCC3)[C@@H]4O)[C@@]2(C)C1. (8) Given the product NC(=O)c1ccc(-c2ccc(O)cc2)cc1, predict the reactants needed to synthesize it. The reactants are: O=C(O)c1ccc(-c2ccc(O)cc2)cc1.On1nnc2ccccc21.